Dataset: Reaction yield outcomes from USPTO patents with 853,638 reactions. Task: Predict the reaction yield, written as a fraction of the theoretical maximum amount of product (1.0 means a 100% yield; for example, 0.34 means a 34% yield). (1) The reactants are [NH:1]1[CH2:6][CH2:5][CH:4]([CH2:7][OH:8])[CH2:3][CH2:2]1.[CH2:9]=[C:10]1[O:14][C:12](=[O:13])[CH2:11]1. The product is [OH:8][CH2:7][CH:4]1[CH2:5][CH2:6][N:1]([C:12](=[O:13])[CH2:11][C:10](=[O:14])[CH3:9])[CH2:2][CH2:3]1. The yield is 0.830. The catalyst is O1CCCC1. (2) The reactants are C1(OP(OC2C=CC=CC=2)O[N:10]=[N+:11]=[N-:12])C=CC=CC=1.[N:20]12C[CH2:29][CH2:28][N:27]=[C:26]1[CH2:25]C[CH2:23][CH2:22][CH2:21]2.[C:31]([O:34][CH2:35]C)(=[O:33])[CH3:32]. The catalyst is C1COCC1. The product is [N:10]([CH2:25][C:26]1[NH:20][C:21]2[CH:22]=[CH:23][C:32]([C:31]([O:34][CH3:35])=[O:33])=[CH:29][C:28]=2[N:27]=1)=[N+:11]=[N-:12]. The yield is 1.00.